From a dataset of Full USPTO retrosynthesis dataset with 1.9M reactions from patents (1976-2016). Predict the reactants needed to synthesize the given product. (1) Given the product [Br:10][C:11]1[S:15][C:14]2=[N:16][C:17]([C:19]([NH:5][C:4]3[CH:6]=[CH:7][C:8]([F:9])=[C:2]([Cl:1])[CH:3]=3)=[O:20])=[CH:18][N:13]2[CH:12]=1, predict the reactants needed to synthesize it. The reactants are: [Cl:1][C:2]1[CH:3]=[C:4]([CH:6]=[CH:7][C:8]=1[F:9])[NH2:5].[Br:10][C:11]1[S:15][C:14]2=[N:16][C:17]([C:19](O)=[O:20])=[CH:18][N:13]2[CH:12]=1. (2) The reactants are: Cl[C:2]1[N:7]=[C:6]([C:8]([F:11])([F:10])[F:9])[C:5]([C:12]([O:14][CH2:15][CH3:16])=[O:13])=[CH:4][N:3]=1.[Cl:17][C:18]1[CH:19]=[C:20]([C:26]2([C:31]([F:34])([F:33])[F:32])[CH2:30][CH2:29][NH:28][CH2:27]2)[CH:21]=[C:22]([Cl:25])[C:23]=1[Cl:24].C(=O)([O-])[O-].[K+].[K+]. Given the product [Cl:17][C:18]1[CH:19]=[C:20]([C:26]2([C:31]([F:34])([F:33])[F:32])[CH2:30][CH2:29][N:28]([C:2]3[N:7]=[C:6]([C:8]([F:11])([F:10])[F:9])[C:5]([C:12]([O:14][CH2:15][CH3:16])=[O:13])=[CH:4][N:3]=3)[CH2:27]2)[CH:21]=[C:22]([Cl:25])[C:23]=1[Cl:24], predict the reactants needed to synthesize it. (3) Given the product [CH:2]12[CH2:1][CH:5]([CH:4]=[CH:3]1)[CH:7]([C:8]([O:10][CH2:11][CH3:12])=[O:9])[NH:13]2, predict the reactants needed to synthesize it. The reactants are: [CH:1]1[CH2:5][CH:4]=[CH:3][CH:2]=1.O=[CH:7][C:8]([O:10][CH2:11][CH3:12])=[O:9].[NH4+:13].[Cl-].C(=O)(O)[O-].[Na+]. (4) Given the product [CH3:18][N:16]([CH3:17])[CH2:14][CH2:13][C@@H:12]([NH:11][C:8]1[CH:9]=[CH:10][C:5]([S:2]([NH2:1])(=[O:3])=[O:4])=[CH:6][C:7]=1[N+:27]([O-:29])=[O:28])[CH2:19][S:20][C:21]1[CH:22]=[CH:23][CH:24]=[CH:25][CH:26]=1, predict the reactants needed to synthesize it. The reactants are: [NH2:1][S:2]([C:5]1[CH:10]=[CH:9][C:8]([NH:11][C@@H:12]([CH2:19][S:20][C:21]2[CH:26]=[CH:25][CH:24]=[CH:23][CH:22]=2)[CH2:13][C:14]([N:16]([CH3:18])[CH3:17])=O)=[C:7]([N+:27]([O-:29])=[O:28])[CH:6]=1)(=[O:4])=[O:3].B.Cl.C(=O)([O-])[O-].[Na+].[Na+]. (5) Given the product [CH:1]1([CH2:4][O:5][C:6]2[CH:11]=[CH:10][C:9]([CH:12]([F:14])[F:13])=[CH:8][C:7]=2[C:15]2[C:16]3[NH:23][C:22]([CH3:24])=[C:21]([C:25]([NH:28][C@H:29]4[CH2:34][CH2:33][C@H:32]([NH:35][C:36](=[O:42])[O:37][C:38]([CH3:39])([CH3:40])[CH3:41])[C@@H:31]([F:43])[CH2:30]4)=[O:26])[C:17]=3[N:18]=[CH:19][N:20]=2)[CH2:2][CH2:3]1, predict the reactants needed to synthesize it. The reactants are: [CH:1]1([CH2:4][O:5][C:6]2[CH:11]=[CH:10][C:9]([CH:12]([F:14])[F:13])=[CH:8][C:7]=2[C:15]2[C:16]3[NH:23][C:22]([CH3:24])=[C:21]([C:25](O)=[O:26])[C:17]=3[N:18]=[CH:19][N:20]=2)[CH2:3][CH2:2]1.[NH2:28][C@H:29]1[CH2:34][CH2:33][C@H:32]([NH:35][C:36](=[O:42])[O:37][C:38]([CH3:41])([CH3:40])[CH3:39])[C@@H:31]([F:43])[CH2:30]1. (6) Given the product [Br:1][C:2]1[CH:7]=[CH:6][C:5]([F:8])=[CH:4][C:3]=1[C:9]1[N:10]=[N:11][N:12]([CH3:16])[N:13]=1, predict the reactants needed to synthesize it. The reactants are: [Br:1][C:2]1[CH:7]=[CH:6][C:5]([F:8])=[CH:4][C:3]=1[C:9]1[NH:13][N:12]=[N:11][N:10]=1.CI.[C:16](=O)([O-])[O-].[K+].[K+].C(Cl)Cl. (7) The reactants are: Br[C:2]1[C:11]2[C:6](=[C:7]([F:12])[CH:8]=[CH:9][CH:10]=2)[N:5]=[C:4]([C:13]([O:15][CH3:16])=[O:14])[CH:3]=1.C([O-])(=O)C.[K+].[B:22]1([B:22]2[O:26][C:25]([CH3:28])([CH3:27])[C:24]([CH3:30])([CH3:29])[O:23]2)[O:26][C:25]([CH3:28])([CH3:27])[C:24]([CH3:30])([CH3:29])[O:23]1. Given the product [F:12][C:7]1[CH:8]=[CH:9][CH:10]=[C:11]2[C:6]=1[N:5]=[C:4]([C:13]([O:15][CH3:16])=[O:14])[CH:3]=[C:2]2[B:22]1[O:26][C:25]([CH3:28])([CH3:27])[C:24]([CH3:30])([CH3:29])[O:23]1, predict the reactants needed to synthesize it.